This data is from Forward reaction prediction with 1.9M reactions from USPTO patents (1976-2016). The task is: Predict the product of the given reaction. Given the reactants CN([CH:4]=[O:5])C.O=P(Cl)(Cl)Cl.[NH:11]1[CH:15]=[CH:14][C:13]([CH2:16][N:17]2[CH2:22][CH2:21][O:20][CH2:19][CH2:18]2)=[CH:12]1.C([O-])(=O)C.[Na+].[OH-].[Na+], predict the reaction product. The product is: [N:17]1([CH2:16][C:13]2[CH:14]=[CH:15][NH:11][C:12]=2[CH:4]=[O:5])[CH2:18][CH2:19][O:20][CH2:21][CH2:22]1.